This data is from Full USPTO retrosynthesis dataset with 1.9M reactions from patents (1976-2016). The task is: Predict the reactants needed to synthesize the given product. (1) The reactants are: [CH3:1][C:2]1[C:6]2[C:7](=[O:20])[N:8]([CH2:12][CH2:13][N:14]3[CH2:19][CH2:18][O:17][CH2:16][CH2:15]3)[CH2:9][CH2:10][CH2:11][C:5]=2[NH:4][C:3]=1[CH:21]=O.[F:23][C:24]1[CH:25]=[C:26]2[C:30](=[C:31]([NH:33][CH:34]=[O:35])[CH:32]=1)[NH:29][C:28](=[O:36])[CH2:27]2. Given the product [F:23][C:24]1[CH:25]=[C:26]2[C:30](=[C:31]([NH:33][CH:34]=[O:35])[CH:32]=1)[NH:29][C:28](=[O:36])/[C:27]/2=[CH:21]\[C:3]1[NH:4][C:5]2[CH2:11][CH2:10][CH2:9][N:8]([CH2:12][CH2:13][N:14]3[CH2:19][CH2:18][O:17][CH2:16][CH2:15]3)[C:7](=[O:20])[C:6]=2[C:2]=1[CH3:1], predict the reactants needed to synthesize it. (2) Given the product [F:3][CH:4]([CH:28]([OH:29])[C:27]1[CH:30]=[CH:31][C:24]([C:21]2[N:22]=[CH:23][N:19]([C:16]3[CH:17]=[CH:18][C:13]([O:12][C:11]([F:10])([F:33])[F:32])=[CH:14][CH:15]=3)[N:20]=2)=[CH:25][CH:26]=1)[C:5]([O:7][CH2:8][CH3:9])=[O:6], predict the reactants needed to synthesize it. The reactants are: [H-].[Na+].[F:3][CH2:4][C:5]([O:7][CH2:8][CH3:9])=[O:6].[F:10][C:11]([F:33])([F:32])[O:12][C:13]1[CH:18]=[CH:17][C:16]([N:19]2[CH:23]=[N:22][C:21]([C:24]3[CH:31]=[CH:30][C:27]([CH:28]=[O:29])=[CH:26][CH:25]=3)=[N:20]2)=[CH:15][CH:14]=1. (3) Given the product [CH2:1]([O:8][C:9]1[CH:10]=[CH:11][C:12]([C:15](=[O:17])[CH2:16][Br:46])=[CH:13][CH:14]=1)[C:2]1[CH:3]=[CH:4][CH:5]=[CH:6][CH:7]=1, predict the reactants needed to synthesize it. The reactants are: [CH2:1]([O:8][C:9]1[CH:14]=[CH:13][C:12]([C:15](=[O:17])[CH3:16])=[CH:11][CH:10]=1)[C:2]1[CH:7]=[CH:6][CH:5]=[CH:4][CH:3]=1.CCN(C(C)C)C(C)C.[Si](OS(C(F)(F)F)(=O)=O)(C)(C)C.C1C(=O)N([Br:46])C(=O)C1. (4) Given the product [Pd:19]([Cl:20])[Cl:18].[C:10]([P:5]([C:1]([CH3:2])([CH3:4])[CH3:3])[CH2:6][CH:7]=[CH:8][CH3:9])([CH3:11])([CH3:12])[CH3:13].[C:10]([P:5]([C:1]([CH3:2])([CH3:4])[CH3:3])[CH2:6][CH:7]=[CH:8][CH3:9])([CH3:11])([CH3:12])[CH3:13], predict the reactants needed to synthesize it. The reactants are: [C:1]([P:5]([C:10]([CH3:13])([CH3:12])[CH3:11])[CH2:6][CH:7]=[CH:8][CH3:9])([CH3:4])([CH3:3])[CH3:2].CO.[Na+].[Na+].[Cl:18][Pd+2:19](Cl)(Cl)[Cl:20]. (5) Given the product [F:38][C:39]1[C:44]([F:45])=[CH:43][CH:42]=[CH:41][C:40]=1[C:46]1[N:54]=[C:49]2[CH:50]=[N:51][N:52]([CH2:17][C:16]3[CH:15]=[CH:14][C:13]([C:19]4[CH:24]=[CH:23][C:22]([O:25][CH3:26])=[CH:21][C:20]=4[C:27]([F:28])([F:29])[F:30])=[CH:12][C:11]=3[O:10][CH2:9][CH2:8][CH2:7][OH:6])[CH:53]=[C:48]2[N:47]=1, predict the reactants needed to synthesize it. The reactants are: C([Si](C)(C)[O:6][CH2:7][CH2:8][CH2:9][O:10][C:11]1[CH:12]=[C:13]([C:19]2[CH:24]=[CH:23][C:22]([O:25][CH3:26])=[CH:21][C:20]=2[C:27]([F:30])([F:29])[F:28])[CH:14]=[CH:15][C:16]=1[CH2:17]O)(C)(C)C.S([O-])(=O)(=O)C.[F:38][C:39]1[C:44]([F:45])=[CH:43][CH:42]=[CH:41][C:40]=1[C:46]1[N:54]=[C:49]2[CH:50]=[N:51][NH:52][CH:53]=[C:48]2[N:47]=1.CO. (6) Given the product [CH3:22][O:21][C:16]1[CH:17]=[CH:18][CH:19]=[CH:20][C:15]=1[S:14][C:11]1[CH:12]=[CH:13][C:8]([C:6]2[CH:5]=[CH:4][N:3]=[C:2]([N:39]3[CH2:40][CH2:41][CH:36]([CH2:35][CH2:34][OH:33])[CH2:37][CH2:38]3)[CH:7]=2)=[CH:9][C:10]=1[C:23]([F:26])([F:25])[F:24], predict the reactants needed to synthesize it. The reactants are: Cl[C:2]1[CH:7]=[C:6]([C:8]2[CH:13]=[CH:12][C:11]([S:14][C:15]3[CH:20]=[CH:19][CH:18]=[CH:17][C:16]=3[O:21][CH3:22])=[C:10]([C:23]([F:26])([F:25])[F:24])[CH:9]=2)[CH:5]=[CH:4][N:3]=1.OC1CCNC1.[OH:33][CH2:34][CH2:35][CH:36]1[CH2:41][CH2:40][NH:39][CH2:38][CH2:37]1. (7) Given the product [CH2:1]([O:3][C:4](=[O:40])[CH2:5][CH2:6][CH2:7][CH2:8][CH2:9][N:10]1[CH2:11][CH2:12][N:13]([C:16](=[O:39])[C:17]2[CH:22]=[CH:21][CH:20]=[C:19]([C@@H:23]([N:31]3[CH2:36][C@@H:35]([CH3:37])[N:34]([CH2:45][C:44]4[CH:47]=[CH:48][CH:49]=[C:42]([F:41])[CH:43]=4)[CH2:33][C@@H:32]3[CH3:38])[C:24]3[CH:29]=[CH:28][CH:27]=[C:26]([OH:30])[CH:25]=3)[CH:18]=2)[CH2:14][CH2:15]1)[CH3:2], predict the reactants needed to synthesize it. The reactants are: [CH2:1]([O:3][C:4](=[O:40])[CH2:5][CH2:6][CH2:7][CH2:8][CH2:9][N:10]1[CH2:15][CH2:14][N:13]([C:16](=[O:39])[C:17]2[CH:22]=[CH:21][CH:20]=[C:19]([C@@H:23]([N:31]3[CH2:36][C@@H:35]([CH3:37])[NH:34][CH2:33][C@@H:32]3[CH3:38])[C:24]3[CH:29]=[CH:28][CH:27]=[C:26]([OH:30])[CH:25]=3)[CH:18]=2)[CH2:12][CH2:11]1)[CH3:2].[F:41][C:42]1[CH:43]=[C:44]([CH:47]=[CH:48][CH:49]=1)[CH:45]=O.